This data is from Catalyst prediction with 721,799 reactions and 888 catalyst types from USPTO. The task is: Predict which catalyst facilitates the given reaction. Reactant: C(ON[C:10]([C@H:12]1[C@@H:17]([OH:18])[C@H:16]([OH:19])[C@@H:15]([OH:20])[CH2:14][N:13]1[S:21]([C:24]1[CH:29]=[CH:28][C:27]([O:30][CH3:31])=[CH:26][CH:25]=1)(=[O:23])=[O:22])=[O:11])C1C=CC=CC=1.C[OH:33]. Product: [OH:18][C@H:17]1[C@H:16]([OH:19])[C@@H:15]([OH:20])[CH2:14][N:13]([S:21]([C:24]2[CH:29]=[CH:28][C:27]([O:30][CH3:31])=[CH:26][CH:25]=2)(=[O:23])=[O:22])[C@H:12]1[C:10]([OH:33])=[O:11]. The catalyst class is: 45.